Dataset: Forward reaction prediction with 1.9M reactions from USPTO patents (1976-2016). Task: Predict the product of the given reaction. Given the reactants [NH2:1][CH:2]([C:17]1[CH:22]=[CH:21][CH:20]=[CH:19][CH:18]=1)[C:3]([N:14]([CH3:16])[CH3:15])([CH2:5][O:6][Si:7]([C:10]([CH3:13])([CH3:12])[CH3:11])([CH3:9])[CH3:8])[CH3:4].[CH3:23][C:24]1[C:32]([CH3:33])=[CH:31][CH:30]=[CH:29][C:25]=1[C:26](O)=[O:27].C1(N=C=NC2CCCCC2)CCCCC1.ON1C2C=CC=CC=2N=N1, predict the reaction product. The product is: [CH3:16][N:14]([CH3:15])[C:3]([CH3:4])([CH2:5][O:6][Si:7]([C:10]([CH3:11])([CH3:12])[CH3:13])([CH3:8])[CH3:9])[CH:2]([NH:1][C:26](=[O:27])[C:25]1[CH:29]=[CH:30][CH:31]=[C:32]([CH3:33])[C:24]=1[CH3:23])[C:17]1[CH:22]=[CH:21][CH:20]=[CH:19][CH:18]=1.